The task is: Predict the reactants needed to synthesize the given product.. This data is from Full USPTO retrosynthesis dataset with 1.9M reactions from patents (1976-2016). Given the product [Br:13][C:14]1[C:19]([Cl:20])=[C:18]([CH2:21][O:1][CH:2]2[CH2:7][CH2:6][N:5]([C:8](=[O:10])[CH3:9])[CH2:4][CH2:3]2)[CH:17]=[N:16][CH:15]=1, predict the reactants needed to synthesize it. The reactants are: [OH:1][CH:2]1[CH2:7][CH2:6][N:5]([C:8](=[O:10])[CH3:9])[CH2:4][CH2:3]1.[H-].[Na+].[Br:13][C:14]1[CH:15]=[N:16][CH:17]=[C:18]([CH2:21]Br)[C:19]=1[Cl:20].[NH4+].[Cl-].